Dataset: Reaction yield outcomes from USPTO patents with 853,638 reactions. Task: Predict the reaction yield, written as a fraction of the theoretical maximum amount of product (1.0 means a 100% yield; for example, 0.34 means a 34% yield). (1) The reactants are [H-].[Na+].[I-].[CH3:4][S+](C)(C)=O.[Br:9][C:10]1[CH:18]=[CH:17][C:16]2[C:12](=[CH:13][N:14]([CH3:19])[N:15]=2)[C:11]=1/[CH:20]=[CH:21]/[C:22]#[N:23]. The catalyst is CS(C)=O.C(OCC)(=O)C. The product is [Br:9][C:10]1[CH:18]=[CH:17][C:16]2[C:12](=[CH:13][N:14]([CH3:19])[N:15]=2)[C:11]=1[CH:20]1[CH2:4][CH:21]1[C:22]#[N:23]. The yield is 0.440. (2) The reactants are [OH:1][C:2]1[CH:3]=[C:4]([CH:7]=[CH:8][CH:9]=1)[C:5]#[N:6].[I:10]Cl.O. The catalyst is C(O)(=O)C. The product is [OH:1][C:2]1[CH:9]=[CH:8][C:7]([I:10])=[C:4]([CH:3]=1)[C:5]#[N:6]. The yield is 0.0700. (3) The reactants are [O:1]([CH2:8][CH2:9][C:10]([OH:12])=[O:11])[C:2]1[CH:7]=[CH:6][CH:5]=[CH:4][CH:3]=1.[CH3:13]O. The yield is 0.925. The product is [O:1]([CH2:8][CH2:9][C:10]([O:12][CH3:13])=[O:11])[C:2]1[CH:7]=[CH:6][CH:5]=[CH:4][CH:3]=1. The catalyst is OS(O)(=O)=O. (4) The reactants are [F:1][C:2]1[CH:3]=[CH:4][C:5]2[N:6]([C:8]([N:11]3[CH2:16][CH2:15][CH2:14][C@@H:13]([CH2:17][OH:18])[CH2:12]3)=[N:9][N:10]=2)[CH:7]=1.CCN(CC)CC.FC(F)(F)S(O[Si:32]([CH:39]([CH3:41])[CH3:40])([CH:36]([CH3:38])[CH3:37])[CH:33]([CH3:35])[CH3:34])(=O)=O.O. The catalyst is C(Cl)Cl.CO. The product is [F:1][C:2]1[CH:3]=[CH:4][C:5]2[N:6]([C:8]([N:11]3[CH2:16][CH2:15][CH2:14][C@@H:13]([CH2:17][O:18][Si:32]([CH:39]([CH3:41])[CH3:40])([CH:36]([CH3:38])[CH3:37])[CH:33]([CH3:35])[CH3:34])[CH2:12]3)=[N:9][N:10]=2)[CH:7]=1. The yield is 0.880. (5) The reactants are [CH3:1][O:2][C:3](=[O:13])[C:4]1[CH:9]=[C:8]([CH:10]=O)[CH:7]=[CH:6][C:5]=1[F:12].[CH2:14]([C:18]1[CH:23]=[CH:22][C:21]([C:24]#[C:25][C:26]2[CH:31]=[CH:30][C:29]([NH2:32])=[CH:28][CH:27]=2)=[CH:20][CH:19]=1)[CH2:15][CH2:16][CH3:17].[CH:33](=O)[CH2:34][CH2:35][CH2:36][CH2:37][CH3:38]. No catalyst specified. The product is [CH2:14]([C:18]1[CH:23]=[CH:22][C:21]([C:24]#[C:25][C:26]2[CH:27]=[CH:28][C:29]([N:32]([CH2:10][C:8]3[CH:7]=[CH:6][C:5]([F:12])=[C:4]([CH:9]=3)[C:3]([O:2][CH3:1])=[O:13])[CH2:33][CH2:34][CH2:35][CH2:36][CH2:37][CH3:38])=[CH:30][CH:31]=2)=[CH:20][CH:19]=1)[CH2:15][CH2:16][CH3:17]. The yield is 0.850. (6) The reactants are [NH:1]1[C:9]2[C:4](=[CH:5][C:6]([NH:10][C:11]3([C:17]#[N:18])[CH2:16][CH2:15][CH2:14][CH2:13][CH2:12]3)=[CH:7][CH:8]=2)[CH:3]=[N:2]1.[H-].[H-].[H-].[H-].[Li+].[Al+3]. The catalyst is C1COCC1. The product is [NH2:18][CH2:17][C:11]1([NH:10][C:6]2[CH:5]=[C:4]3[C:9](=[CH:8][CH:7]=2)[NH:1][N:2]=[CH:3]3)[CH2:12][CH2:13][CH2:14][CH2:15][CH2:16]1. The yield is 0.310. (7) The reactants are [C:1]([CH2:3][CH2:4][CH2:5][CH2:6][C:7]([O:9][CH3:10])=[O:8])#[N:2].[Cl-].C([NH+](CC)CC)C.[N-:19]=[N+:20]=[N-:21].[Na+].O. The catalyst is C1(C)C=CC=CC=1. The product is [NH:2]1[C:1]([CH2:3][CH2:4][CH2:5][CH2:6][C:7]([O:9][CH3:10])=[O:8])=[N:21][N:20]=[N:19]1. The yield is 0.680. (8) The reactants are Br[CH2:2][C:3]([OH:5])=O.CCN=C=NCCCN(C)C.[ClH:17].[NH2:18][C:19]1[CH:20]=[C:21]([C:26]2[N:27]([CH2:39][CH3:40])[C:28]3[C:33]([C:34]=2[C:35]#[N:36])=[CH:32][CH:31]=[C:30]([O:37][CH3:38])[CH:29]=3)[CH:22]=[CH:23][C:24]=1[OH:25]. The catalyst is C(#N)C. The product is [Cl:17][CH2:2][C:3]([NH:18][C:19]1[CH:20]=[C:21]([C:26]2[N:27]([CH2:39][CH3:40])[C:28]3[C:33]([C:34]=2[C:35]#[N:36])=[CH:32][CH:31]=[C:30]([O:37][CH3:38])[CH:29]=3)[CH:22]=[CH:23][C:24]=1[OH:25])=[O:5]. The yield is 0.600. (9) The reactants are CS(N)(=O)=O.[OH2:6].[C:7]1([C:13]2[CH2:14][CH2:15][N:16]([C:19]([O:21][C:22]([CH3:25])([CH3:24])[CH3:23])=[O:20])[CH2:17][CH:18]=2)[CH:12]=[CH:11][CH:10]=[CH:9][CH:8]=1.S([O-])([O-])=[O:27].[Na+].[Na+]. The catalyst is C(O)(C)(C)C. The product is [OH:6][C@H:18]1[C@:13]([OH:27])([C:7]2[CH:8]=[CH:9][CH:10]=[CH:11][CH:12]=2)[CH2:14][CH2:15][N:16]([C:19]([O:21][C:22]([CH3:25])([CH3:24])[CH3:23])=[O:20])[CH2:17]1. The yield is 0.920.